This data is from Catalyst prediction with 721,799 reactions and 888 catalyst types from USPTO. The task is: Predict which catalyst facilitates the given reaction. (1) Reactant: [Cl:1][C:2]1[CH:7]=[CH:6][CH:5]=[CH:4][C:3]=1[OH:8].[Cl-].[Al+3].[Cl-].[Cl-].[C:13](Cl)(=[O:15])[CH3:14]. The catalyst class is: 534. Product: [OH:8][C:3]1[CH:4]=[CH:5][C:6]([C:13](=[O:15])[CH3:14])=[CH:7][C:2]=1[Cl:1]. (2) Reactant: [CH3:1][C:2]([Si:5]([CH3:36])([CH3:35])[O:6][C@H:7]1[CH2:12][C@@H:11]([CH2:13][N:14]2C(=O)C3C(=CC=CC=3)C2=O)[CH2:10][N:9]([C:25]([O:27][CH2:28][C:29]2[CH:34]=[CH:33][CH:32]=[CH:31][CH:30]=2)=[O:26])[CH2:8]1)([CH3:4])[CH3:3].NN. Product: [NH2:14][CH2:13][C@H:11]1[CH2:12][C@@H:7]([O:6][Si:5]([C:2]([CH3:1])([CH3:4])[CH3:3])([CH3:36])[CH3:35])[CH2:8][N:9]([C:25]([O:27][CH2:28][C:29]2[CH:30]=[CH:31][CH:32]=[CH:33][CH:34]=2)=[O:26])[CH2:10]1. The catalyst class is: 14.